From a dataset of Reaction yield outcomes from USPTO patents with 853,638 reactions. Predict the reaction yield, written as a fraction of the theoretical maximum amount of product (1.0 means a 100% yield; for example, 0.34 means a 34% yield). (1) The reactants are [Cl:1][C:2]1[CH:9]=[CH:8][C:5]([CH:6]=O)=[CH:4][CH:3]=1.[CH3:10][N:11]([CH3:19])[C:12]1[CH:17]=[CH:16][C:15]([NH2:18])=[CH:14][CH:13]=1.CC(O)=O. The catalyst is CCO. The product is [Cl:1][C:2]1[CH:9]=[CH:8][C:5](/[CH:6]=[N:18]/[C:15]2[CH:16]=[CH:17][C:12]([N:11]([CH3:19])[CH3:10])=[CH:13][CH:14]=2)=[CH:4][CH:3]=1. The yield is 0.730. (2) The reactants are [CH3:1][NH:2][CH3:3].Cl[C:5]1[N:10]=[C:9]2[C:11]([C:14]([F:26])([F:25])[C:15]3[CH:16]=[C:17]4[C:22](=[CH:23][CH:24]=3)[N:21]=[CH:20][CH:19]=[CH:18]4)=[N:12][O:13][C:8]2=[CH:7][CH:6]=1. The catalyst is C(O)C. The product is [F:25][C:14]([F:26])([C:15]1[CH:16]=[C:17]2[C:22](=[CH:23][CH:24]=1)[N:21]=[CH:20][CH:19]=[CH:18]2)[C:11]1[C:9]2=[N:10][C:5]([N:2]([CH3:3])[CH3:1])=[CH:6][CH:7]=[C:8]2[O:13][N:12]=1. The yield is 0.850. (3) The reactants are [CH:1]1[CH:2]=[CH:3][C:4](NC2C(Cl)=CC=CC=2Cl)=[C:5]([CH2:7][C:8]([OH:10])=[O:9])[CH:6]=1.[C:20]12(C)[C:27](C)(C)C(C[CH2:26]1)C[C:21]2=O.[CH:31]1(C)CCC(C(C)C)C(O)C1. No catalyst specified. The product is [OH:10][C:8]([CH:7]([C:5]1[CH:6]=[CH:1][C:2]([CH2:21][CH:20]([CH3:27])[CH3:26])=[CH:3][CH:4]=1)[CH3:31])=[O:9]. The yield is 0.0500. (4) The reactants are [CH3:1][O:2][C:3](=[O:58])[NH:4][C@@H:5]([CH:45]([C:52]1[CH:57]=[CH:56][CH:55]=[CH:54][CH:53]=1)[C:46]1[CH:51]=[CH:50][CH:49]=[CH:48][CH:47]=1)[C:6]([NH:8][C:9]1[CH:14]=[CH:13][CH:12]=[CH:11][C:10]=1[CH2:15][CH2:16][C@H:17]([NH:37]C(OC(C)(C)C)=O)[CH2:18][O:19][Si:20]([C:33]([CH3:36])([CH3:35])[CH3:34])([C:27]1[CH:32]=[CH:31][CH:30]=[CH:29][CH:28]=1)[C:21]1[CH:26]=[CH:25][CH:24]=[CH:23][CH:22]=1)=[O:7].C(O)(C(F)(F)F)=O. The catalyst is C(Cl)Cl. The product is [NH2:37][C@H:17]([CH2:18][O:19][Si:20]([C:33]([CH3:36])([CH3:35])[CH3:34])([C:21]1[CH:26]=[CH:25][CH:24]=[CH:23][CH:22]=1)[C:27]1[CH:32]=[CH:31][CH:30]=[CH:29][CH:28]=1)[CH2:16][CH2:15][C:10]1[CH:11]=[CH:12][CH:13]=[CH:14][C:9]=1[NH:8][C:6](=[O:7])[C@H:5]([CH:45]([C:52]1[CH:53]=[CH:54][CH:55]=[CH:56][CH:57]=1)[C:46]1[CH:51]=[CH:50][CH:49]=[CH:48][CH:47]=1)[NH:4][C:3]([O:2][CH3:1])=[O:58]. The yield is 0.950. (5) The reactants are [OH:1][C@@H:2]([C:4]1[N:15]([C@H:16]2[CH2:21][CH2:20][C@H:19]([CH2:22][C:23]([O:25]CC)=[O:24])[CH2:18][CH2:17]2)[C:7]2=[C:8]3[S:14][CH:13]=[CH:12][C:9]3=[N:10][CH:11]=[C:6]2[N:5]=1)[CH3:3].O.[OH-].[Li+].CO.Cl. The catalyst is O.O1CCCC1. The product is [OH:1][C@@H:2]([C:4]1[N:15]([C@H:16]2[CH2:21][CH2:20][C@H:19]([CH2:22][C:23]([OH:25])=[O:24])[CH2:18][CH2:17]2)[C:7]2=[C:8]3[S:14][CH:13]=[CH:12][C:9]3=[N:10][CH:11]=[C:6]2[N:5]=1)[CH3:3]. The yield is 0.790.